From a dataset of Peptide-MHC class I binding affinity with 185,985 pairs from IEDB/IMGT. Regression. Given a peptide amino acid sequence and an MHC pseudo amino acid sequence, predict their binding affinity value. This is MHC class I binding data. (1) The peptide sequence is TTAEFTVPK. The MHC is HLA-B48:01 with pseudo-sequence HLA-B48:01. The binding affinity (normalized) is 0.0847. (2) The peptide sequence is YQDPQNYEL. The MHC is HLA-A68:02 with pseudo-sequence HLA-A68:02. The binding affinity (normalized) is 0.149. (3) The peptide sequence is FEVLAVEDT. The MHC is HLA-B44:02 with pseudo-sequence HLA-B44:02. The binding affinity (normalized) is 0.00391. (4) The peptide sequence is YYKKDNAYY. The MHC is HLA-A01:01 with pseudo-sequence HLA-A01:01. The binding affinity (normalized) is 0. (5) The peptide sequence is LPIDKCSRI. The MHC is HLA-A68:01 with pseudo-sequence HLA-A68:01. The binding affinity (normalized) is 0.0400.